From a dataset of Experimentally validated miRNA-target interactions with 360,000+ pairs, plus equal number of negative samples. Binary Classification. Given a miRNA mature sequence and a target amino acid sequence, predict their likelihood of interaction. (1) The miRNA is hsa-miR-4768-3p with sequence CCAGGAGAUCCAGAGAGAAU. The protein sequence of the target gene is MAARSWQDELAQQAEEGSARLREMLSVGLGFLRTELGLDLGLEPKRYPGWVILVGTGALGLLLLFLLGYGWAAACAGARKKRRSPPRKREEAAAVPAAAPDDLALLKNLRSEEQKKKNRKKLSEKPKPNGRTVEVAEGEAVRTPQSVTAKQPPEIDKKNEKSKKNKKKSKSDAKAVQNSSRHDGKEVDEGAWETKISHREKRQQRKRDKVLTDSGSLDSTIPGIENTITVTTEQLTTASFPVGSKKNKGDSHLNVQVSNFKSGKGDSTLQVSSGLNENLTVNGGGWNEKSVKLSSQISAG.... Result: 1 (interaction). (2) The miRNA is mmu-miR-340-5p with sequence UUAUAAAGCAAUGAGACUGAUU. The protein sequence of the target gene is MSLQYGAEETPLAGSYGAADSFPKDFGYGVEEEEEEAAAGGGGGAGAGGGCGPGGADSSKPRILLMGLRRSGKSSIQKVVFHKMSPNETLFLESTNKIYKDDISNSSFVNFQIWDFPGQMDFFDPTFDYEMIFRGTGALIYVIDAQDDYMEALTRLHITVSKAYKVNPDMNFEVFIHKVDGLSDDHKIETQRDIHQRANDDLADAGLEKLHLSFYLTSIYDHSIFEAFSKVVQKLIPQLPTLENLLNIFISNSGIEKAFLFDVVSKIYIATDSSPVDMQSYELCCDMIDVVIDVSCIYGL.... Result: 1 (interaction). (3) The miRNA is hsa-miR-3652 with sequence CGGCUGGAGGUGUGAGGA. Result: 1 (interaction). The protein sequence of the target gene is MANKGNKKRRQFSLEEKMKVVGAVDSGKRKGDVAKEFGITPSTLSTFLKDRTKFEEKVREASVGPQRKRMRSALYDDIDKAVFAWFQEIHAKNILVTGSVIRKKALNLANMLGYDNFQASVGWLNRFRDRHGIALKAVCREDSDRLMNGLGIDKINEWHAGEIIKLIADYSPDDIFNADETGVFFQLLPQHTLAAKGDHCRGGKKAKQRLTALFCCNASGTEKMRPLIVGRSASPHCLKNIHSLPCDYRANQWAWMTRDLFNEWLMQVDARMKRAERRILLLIDNCSAHNMLPHLERIQV.... (4) The miRNA is hsa-miR-1324 with sequence CCAGACAGAAUUCUAUGCACUUUC. The protein sequence of the target gene is MAGWWPALSRAARRHPWPTNVLLYGSLVSAGDALQQRLQGREANWRQTRRVATLVVTFHANFNYVWLRLLERALPGRAPHALLAKLLCDQVVGAPIAVSAFYVGMSILQGKDDIFLDLKQKFWNTYLSGLMYWPFVQLTNFSLVPVQWRTAYAGVCGFLWATFICFSQQSGDGTFKSAFTILYTKGTSATEGYPKK. Result: 0 (no interaction). (5) The miRNA is hsa-miR-7152-5p with sequence UUUCCUGUCCUCCAACCAGACC. The protein sequence of the target gene is MNGSNMANTSPSVKSKEDQGLSGHDEKENPFAEYMWMENEEDFNRQVEEELQEQDFLDRCFQEMLDEEDQDWFIPSRDLPQAMGQLQQQLNGLSVSEGHDSEDILSKSNLNPDAKEFIPGEKY. Result: 1 (interaction). (6) The miRNA is hsa-miR-551b-5p with sequence GAAAUCAAGCGUGGGUGAGACC. The protein sequence of the target gene is MGGLRLLAVALTCCWWPQGSQGKTLRGSFSSTAAQDAQGQRIGHFEFHGDHALLCVRINNIAVAVGKEAKLYLFQAQEWLKLQQSSHGYSCSEKLSKAQLTMTMNQTEHNLTVSQIPSPQTWHVFYADKYTCQDDKENSQVEDIPFEMVLLNPDAEGNPFDHFSAGESGLHEFFFLLVLVYFVIACIYAQSLWQAIKKGGPMHMILKVLTTALLLQAGSALANYIHFSSYSKDGIGVPFMGSLAEFFDIASQIQMLYLLLSLCMGWTIVRMKKSQSRPLQWDSTPASTGIAVFIVMTQSV.... Result: 1 (interaction).